From a dataset of Catalyst prediction with 721,799 reactions and 888 catalyst types from USPTO. Predict which catalyst facilitates the given reaction. (1) Reactant: S(Cl)([Cl:3])=O.[C:5]([OH:24])(=O)[CH2:6][CH2:7][CH2:8][CH2:9][CH2:10][CH2:11][CH2:12][CH2:13][CH2:14][CH2:15][CH2:16][CH2:17][CH2:18][CH2:19][CH2:20][CH2:21][CH3:22]. Product: [C:5]([Cl:3])(=[O:24])[CH2:6][CH2:7][CH2:8][CH2:9][CH2:10][CH2:11][CH2:12][CH2:13][CH2:14][CH2:15][CH2:16][CH2:17][CH2:18][CH2:19][CH2:20][CH2:21][CH3:22]. The catalyst class is: 6. (2) Reactant: C(N(CC)CC)C.[NH2:8][C:9]1[CH:10]=[C:11]([NH:16][C:17](=[O:27])[C:18]2[CH:23]=[CH:22][CH:21]=[C:20]([N:24]([CH3:26])[CH3:25])[CH:19]=2)[CH:12]=[CH:13][C:14]=1[CH3:15].[N:28]1[C:37]2[C:32](=[CH:33][CH:34]=[CH:35][CH:36]=2)[N:31]=[CH:30][C:29]=1[C:38](Cl)=[O:39]. The catalyst class is: 2. Product: [CH3:25][N:24]([CH3:26])[C:20]1[CH:19]=[C:18]([CH:23]=[CH:22][CH:21]=1)[C:17]([NH:16][C:11]1[CH:12]=[CH:13][C:14]([CH3:15])=[C:9]([NH:8][C:38]([C:29]2[CH:30]=[N:31][C:32]3[C:37](=[CH:36][CH:35]=[CH:34][CH:33]=3)[N:28]=2)=[O:39])[CH:10]=1)=[O:27]. (3) Reactant: [CH2:1]([C:4]1[C:12]2[O:11][N:10]=[C:9]([C:13]([F:16])([F:15])[F:14])[C:8]=2[CH:7]=[CH:6][C:5]=1[O:17][CH2:18][CH2:19][CH2:20]Br)[CH2:2][CH3:3].[CH3:22][NH2:23]. Product: [CH2:1]([C:4]1[C:12]2[O:11][N:10]=[C:9]([C:13]([F:16])([F:15])[F:14])[C:8]=2[CH:7]=[CH:6][C:5]=1[O:17][CH2:18][CH2:19][CH2:20][NH:23][CH3:22])[CH2:2][CH3:3]. The catalyst class is: 1. (4) Reactant: [CH3:1][C:2]1[N:7]=[C:6]([NH:8][S:9]([N:12]2[CH2:16][CH2:15]O[C:13]2=O)(=[O:11])=[O:10])[CH:5]=[CH:4][CH:3]=1.N1CC[CH:20]([C:23]2[CH:28]=[CH:27][N:26]=[CH:25][CH:24]=2)C1.C(N(C(C)C)CC)(C)C. Product: [CH3:1][C:2]1[N:7]=[C:6]([NH:8][S:9]([N:12]2[CH2:16][CH2:15][CH:20]([C:23]3[CH:28]=[CH:27][N:26]=[CH:25][CH:24]=3)[CH2:13]2)(=[O:11])=[O:10])[CH:5]=[CH:4][CH:3]=1. The catalyst class is: 115. (5) Reactant: [C:1]([CH2:3][C:4]([OH:6])=O)#[N:2].CN(C(ON1N=NC2C=CC=CC1=2)=[N+](C)C)C.[B-](F)(F)(F)F.[CH2:29]([O:31][C:32]1[CH:37]=[CH:36][C:35]([N:38]2[CH2:43][CH2:42][CH:41]([C:44]3[CH:49]=[CH:48][C:47]([C@@H:50]([NH2:52])[CH3:51])=[CH:46][CH:45]=3)[CH2:40][CH2:39]2)=[CH:34][CH:33]=1)[CH3:30]. Product: [C:1]([CH2:3][C:4]([NH:52][C@H:50]([C:47]1[CH:46]=[CH:45][C:44]([CH:41]2[CH2:40][CH2:39][N:38]([C:35]3[CH:34]=[CH:33][C:32]([O:31][CH2:29][CH3:30])=[CH:37][CH:36]=3)[CH2:43][CH2:42]2)=[CH:49][CH:48]=1)[CH3:51])=[O:6])#[N:2]. The catalyst class is: 3. (6) Reactant: [NH2:1][C:2]1[CH:3]=[C:4]([C:8]2[C:12]([C:13]3[CH:18]=[CH:17][N:16]=[C:15]([NH:19][CH2:20][CH3:21])[N:14]=3)=[CH:11][N:10]([CH2:22][C:23]3[CH:28]=[CH:27][C:26]([O:29][CH3:30])=[CH:25][CH:24]=3)[N:9]=2)[CH:5]=[CH:6][CH:7]=1.[F:31][C:32]1[CH:37]=[CH:36][C:35]([F:38])=[CH:34][C:33]=1[S:39](Cl)(=[O:41])=[O:40].[Na]. Product: [CH2:20]([NH:19][C:15]1[N:14]=[C:13]([C:12]2[C:8]([C:4]3[CH:3]=[C:2]([NH:1][S:39]([C:33]4[CH:34]=[C:35]([F:38])[CH:36]=[CH:37][C:32]=4[F:31])(=[O:41])=[O:40])[CH:7]=[CH:6][CH:5]=3)=[N:9][N:10]([CH2:22][C:23]3[CH:24]=[CH:25][C:26]([O:29][CH3:30])=[CH:27][CH:28]=3)[CH:11]=2)[CH:18]=[CH:17][N:16]=1)[CH3:21]. The catalyst class is: 17. (7) Reactant: [OH:1][CH2:2][C:3]1[CH:8]=[CH:7][C:6]([CH2:9][C:10]([O:12][CH3:13])=[O:11])=[CH:5][CH:4]=1.N1C(C)=CC=CC=1C.[Si:22](OS(C(F)(F)F)(=O)=O)([CH:29]([CH3:31])[CH3:30])([CH:26]([CH3:28])[CH3:27])[CH:23]([CH3:25])[CH3:24]. Product: [CH:23]([Si:22]([CH:29]([CH3:31])[CH3:30])([CH:26]([CH3:28])[CH3:27])[O:1][CH2:2][C:3]1[CH:8]=[CH:7][C:6]([CH2:9][C:10]([O:12][CH3:13])=[O:11])=[CH:5][CH:4]=1)([CH3:25])[CH3:24]. The catalyst class is: 2. (8) Reactant: C(NCCC=O)([O:3][CH2:4][C:5]1[CH:10]=[CH:9][CH:8]=[CH:7][CH:6]=1)=O.O[C:17]1[C:26]2C(=CC=C[CH:25]=2)[O:20][C:19](=[O:27])[CH:18]=1.C(OCC1C=CC=CC=1)=C.C(OC)(OC)OC.C([O-])(=O)C.C([O-])(=O)C.[CH2:53]([NH3+:56])[CH2:54][NH3+]. Product: [O:20]=[C:19]1[CH:18]([CH:17]2[CH2:54][CH2:53][NH:56][CH2:25][CH2:26]2)[C:4](=[O:3])[C:5]2[C:6](=[CH:7][CH:8]=[CH:9][CH:10]=2)[O:27]1. The catalyst class is: 442. (9) The catalyst class is: 17. Reactant: [F:1][C:2]1[CH:3]=[C:4]([S:27](Cl)(=[O:29])=[O:28])[CH:5]=[CH:6][C:7]=1[O:8][C:9]1[CH:14]=[CH:13][C:12]([C:15]2[CH:20]=[CH:19][CH:18]=[CH:17][CH:16]=2)=[CH:11][C:10]=1[C:21]1[N:25]([CH3:26])[N:24]=[CH:23][CH:22]=1.[NH2:31][C:32]1[S:33][CH:34]=[CH:35][N:36]=1. Product: [F:1][C:2]1[CH:3]=[C:4]([S:27]([NH:31][C:32]2[S:33][CH:34]=[CH:35][N:36]=2)(=[O:29])=[O:28])[CH:5]=[CH:6][C:7]=1[O:8][C:9]1[CH:14]=[CH:13][C:12]([C:15]2[CH:20]=[CH:19][CH:18]=[CH:17][CH:16]=2)=[CH:11][C:10]=1[C:21]1[N:25]([CH3:26])[N:24]=[CH:23][CH:22]=1. (10) Reactant: [CH:1]1([O:6][C:7]2[CH:8]=[C:9]([CH:33]=[CH:34][C:35]=2[O:36][CH3:37])[N:10]([C:18]2[CH:23]=[CH:22][C:21]([O:24][CH2:25][C@H:26]3[CH2:30][O:29]C(C)(C)[O:27]3)=[CH:20][CH:19]=2)[CH2:11][C:12]2[CH:13]=[N:14][CH:15]=[CH:16][CH:17]=2)[CH2:5][CH2:4][CH2:3][CH2:2]1.Cl.C([O-])(O)=O.[Na+]. Product: [CH:1]1([O:6][C:7]2[CH:8]=[C:9]([N:10]([CH2:11][C:12]3[CH:13]=[N:14][CH:15]=[CH:16][CH:17]=3)[C:18]3[CH:23]=[CH:22][C:21]([O:24][CH2:25][C@H:26]([OH:27])[CH2:30][OH:29])=[CH:20][CH:19]=3)[CH:33]=[CH:34][C:35]=2[O:36][CH3:37])[CH2:2][CH2:3][CH2:4][CH2:5]1. The catalyst class is: 21.